Dataset: Full USPTO retrosynthesis dataset with 1.9M reactions from patents (1976-2016). Task: Predict the reactants needed to synthesize the given product. (1) Given the product [CH2:9]([N:11]1[C:12]2[CH:13]=[C:14]([N:30]([O:32][CH3:33])[CH3:31])[N:15]=[CH:16][C:17]=2[CH2:18][N:19]([C:20]2[CH:25]=[CH:24][C:23]([F:26])=[C:22]([N+:27]([O-:29])=[O:28])[CH:21]=2)[C:4]1=[O:3])[CH3:10], predict the reactants needed to synthesize it. The reactants are: O=C(Cl)[O:3][C:4](Cl)(Cl)Cl.[CH2:9]([NH:11][C:12]1[C:17]([CH2:18][NH:19][C:20]2[CH:25]=[CH:24][C:23]([F:26])=[C:22]([N+:27]([O-:29])=[O:28])[CH:21]=2)=[CH:16][N:15]=[C:14]([N:30]([O:32][CH3:33])[CH3:31])[CH:13]=1)[CH3:10].CCN(CC)CC. (2) The reactants are: F[C:2]1[CH:12]=[CH:11][C:5]([C:6]([O:8][CH2:9][CH3:10])=[O:7])=[CH:4][CH:3]=1.CS(C)=O.Cl.[CH3:18][NH2:19].C(=O)([O-])[O-].[K+].[K+]. Given the product [CH3:18][NH:19][C:2]1[CH:12]=[CH:11][C:5]([C:6]([O:8][CH2:9][CH3:10])=[O:7])=[CH:4][CH:3]=1, predict the reactants needed to synthesize it. (3) Given the product [CH2:1]([O:3][C:4]([N:6]1[C:15]2[C:10](=[N:11][C:12]([O:16][CH3:17])=[CH:13][CH:14]=2)[C@@H:9]([NH:18][C:30]2[CH:31]=[N:32][CH:33]=[C:28]([Cl:27])[N:29]=2)[CH2:8][C@H:7]1[CH2:19][CH3:20])=[O:5])[CH3:2], predict the reactants needed to synthesize it. The reactants are: [CH2:1]([O:3][C:4]([N:6]1[C:15]2[C:10](=[N:11][C:12]([O:16][CH3:17])=[CH:13][CH:14]=2)[C@@H:9]([NH2:18])[CH2:8][C@H:7]1[CH2:19][CH3:20])=[O:5])[CH3:2].CC(C)([O-])C.[Na+].[Cl:27][C:28]1[CH:33]=[N:32][CH:31]=[C:30](Cl)[N:29]=1.C(=O)([O-])O.[Na+].